The task is: Predict the reaction yield, written as a fraction of the theoretical maximum amount of product (1.0 means a 100% yield; for example, 0.34 means a 34% yield).. This data is from Reaction yield outcomes from USPTO patents with 853,638 reactions. (1) The reactants are [N:1]1([CH2:6][N:7]2[CH:11]=[N:10][CH:9]=[N:8]2)[CH2:5][CH2:4][CH2:3][CH2:2]1.C([Li])CCC.[CH:17]1([C:23]([C:25]2[CH:30]=[CH:29][CH:28]=[CH:27][CH:26]=2)=[O:24])[CH2:22][CH2:21][CH2:20][CH2:19][CH2:18]1.O. The catalyst is O1CCCC1. The product is [CH:25]1([C:23]([C:17]2[CH:18]=[CH:19][CH:20]=[CH:21][CH:22]=2)([C:11]2[N:7]([CH2:6][N:1]3[CH2:2][CH2:3][CH2:4][CH2:5]3)[N:8]=[CH:9][N:10]=2)[OH:24])[CH2:26][CH2:27][CH2:28][CH2:29][CH2:30]1. The yield is 1.00. (2) The reactants are Cl[CH2:2][C:3]1[O:4][C:5]([C:8]2[CH:13]=[CH:12][C:11]([N+:14]([O-])=O)=[C:10]([O:17][CH3:18])[CH:9]=2)=[N:6][N:7]=1.[CH3:19][NH:20][CH3:21].C([O-])(O)=O.[Na+]. The catalyst is O1CCOCC1. The product is [CH3:19][N:20]([CH2:2][C:3]1[O:4][C:5]([C:8]2[CH:13]=[CH:12][C:11]([NH2:14])=[C:10]([O:17][CH3:18])[CH:9]=2)=[N:6][N:7]=1)[CH3:21]. The yield is 0.890. (3) The reactants are [C:1]1(=[O:13])[C:5]2[CH:6]=[C:7]3[N:12]([C:4]=2[CH2:3][NH:2]1)[CH2:11][CH2:10][CH2:9][CH2:8]3.Br[C:15]1[N:22]=[CH:21][CH:20]=[C:19]([Cl:23])[C:16]=1[CH:17]=[O:18].CC1(C)C2C(=C(P(C3C=CC=CC=3)C3C=CC=CC=3)C=CC=2)OC2C(P(C3C=CC=CC=3)C3C=CC=CC=3)=CC=CC1=2.C([O-])([O-])=O.[Cs+].[Cs+]. The catalyst is C1C=CC(/C=C/C(/C=C/C2C=CC=CC=2)=O)=CC=1.C1C=CC(/C=C/C(/C=C/C2C=CC=CC=2)=O)=CC=1.C1C=CC(/C=C/C(/C=C/C2C=CC=CC=2)=O)=CC=1.[Pd].[Pd].O1CCOCC1. The product is [Cl:23][C:19]1[C:16]([CH:17]=[O:18])=[C:15]([N:2]2[CH2:3][C:4]3[N:12]4[C:7]([CH2:8][CH2:9][CH2:10][CH2:11]4)=[CH:6][C:5]=3[C:1]2=[O:13])[N:22]=[CH:21][CH:20]=1. The yield is 0.420.